This data is from Catalyst prediction with 721,799 reactions and 888 catalyst types from USPTO. The task is: Predict which catalyst facilitates the given reaction. (1) Reactant: [NH2:1][C:2]1[CH:3]=[N:4][CH:5]=[CH:6][C:7]=1[C:8]1[N:13]=[C:12]([C:14]([F:17])([F:16])[F:15])[N:11]=[C:10]([NH:18][C:19](=[O:25])[O:20][C:21]([CH3:24])([CH3:23])[CH3:22])[CH:9]=1.[NH2:26][C:27]1[C:28]([C:34](O)=[O:35])=[N:29][C:30]([Br:33])=[CH:31][CH:32]=1.C1C=NC2N(O)N=NC=2C=1.C(Cl)CCl. Product: [NH2:26][C:27]1[C:28]([C:34]([NH:1][C:2]2[CH:3]=[N:4][CH:5]=[CH:6][C:7]=2[C:8]2[N:13]=[C:12]([C:14]([F:15])([F:16])[F:17])[N:11]=[C:10]([NH:18][C:19](=[O:25])[O:20][C:21]([CH3:22])([CH3:24])[CH3:23])[CH:9]=2)=[O:35])=[N:29][C:30]([Br:33])=[CH:31][CH:32]=1. The catalyst class is: 18. (2) Reactant: COCCC[O:6][C:7](=[O:21])[C:8]1[CH:13]=[CH:12][C:11]([Cl:14])=[C:10]([O:15][CH2:16][CH2:17][CH2:18][O:19][CH3:20])[CH:9]=1.[OH-].[Na+].Cl. Product: [Cl:14][C:11]1[CH:12]=[CH:13][C:8]([C:7]([OH:21])=[O:6])=[CH:9][C:10]=1[O:15][CH2:16][CH2:17][CH2:18][O:19][CH3:20]. The catalyst class is: 12. (3) Reactant: C[O:2][C:3]1[S:4][C:5]([CH:10]=[O:11])=[C:6]([O:8]C)[N:7]=1.ClCCl.P(Br)(Br)Br. Product: [CH:10]([CH:5]1[S:4][C:3](=[O:2])[NH:7][C:6]1=[O:8])=[O:11]. The catalyst class is: 28. (4) Reactant: F[C:2]1[CH:3]=[C:4]([CH3:11])[CH:5]=[CH:6][C:7]=1[N+:8]([O-:10])=[O:9].Cl.[CH2:13]([O:15][C:16](=[O:23])[CH2:17][CH:18]([NH2:22])[CH2:19][CH2:20][CH3:21])[CH3:14].CCN(C(C)C)C(C)C. Product: [CH2:13]([O:15][C:16](=[O:23])[CH2:17][CH:18]([NH:22][C:2]1[CH:3]=[C:4]([CH3:11])[CH:5]=[CH:6][C:7]=1[N+:8]([O-:10])=[O:9])[CH2:19][CH2:20][CH3:21])[CH3:14]. The catalyst class is: 39. (5) Reactant: C(=O)([O:7][C:8]1[CH:9]=[CH:10][C:11]([C@@H:19]([O:34][Si:35]([C:38]([CH3:41])([CH3:40])[CH3:39])([CH3:37])[CH3:36])[CH2:20][NH:21][C:22]([CH3:33])([CH3:32])[CH2:23][C:24]2[CH:29]=[CH:28][CH:27]=[C:26]([CH:30]=[O:31])[CH:25]=2)=[C:12]2[C:17]=1[NH:16][C:15](=[O:18])[CH:14]=[CH:13]2)OC(C)(C)C.N. Product: [Si:35]([O:34][C@H:19]([C:11]1[CH:10]=[CH:9][C:8]([OH:7])=[C:17]2[C:12]=1[CH:13]=[CH:14][C:15](=[O:18])[NH:16]2)[CH2:20][NH:21][C:22]([CH3:33])([CH3:32])[CH2:23][C:24]1[CH:25]=[C:26]([CH:27]=[CH:28][CH:29]=1)[CH:30]=[O:31])([C:38]([CH3:39])([CH3:40])[CH3:41])([CH3:37])[CH3:36]. The catalyst class is: 5.